This data is from Full USPTO retrosynthesis dataset with 1.9M reactions from patents (1976-2016). The task is: Predict the reactants needed to synthesize the given product. (1) Given the product [Cl:31][C:15]1([C:23]2[C:24]([O:29][CH3:30])=[N:25][CH:26]=[CH:27][CH:28]=2)[C:14]2[C:18](=[CH:19][CH:20]=[C:12]([Cl:11])[CH:13]=2)[NH:17][C:16]1=[O:21], predict the reactants needed to synthesize it. The reactants are: N1C=CC=CC=1.S(Cl)(Cl)=O.[Cl:11][C:12]1[CH:13]=[C:14]2[C:18](=[CH:19][CH:20]=1)[NH:17][C:16](=[O:21])[C:15]2([C:23]1[C:24]([O:29][CH3:30])=[N:25][CH:26]=[CH:27][CH:28]=1)O.[Cl-:31].[NH4+]. (2) Given the product [C:19]1([C:2]2[N:7]=[CH:6][N:5]=[C:4]3[N:8]([CH2:11][CH2:12][N:13]4[CH2:18][CH2:17][CH2:16][CH2:15][CH2:14]4)[N:9]=[CH:10][C:3]=23)[CH:24]=[CH:23][CH:22]=[CH:21][CH:20]=1, predict the reactants needed to synthesize it. The reactants are: Cl[C:2]1[N:7]=[CH:6][N:5]=[C:4]2[N:8]([CH2:11][CH2:12][N:13]3[CH2:18][CH2:17][CH2:16][CH2:15][CH2:14]3)[N:9]=[CH:10][C:3]=12.[C:19]1(B(O)O)[CH:24]=[CH:23][CH:22]=[CH:21][CH:20]=1.C([O-])([O-])=O.[K+].[K+]. (3) Given the product [CH2:19]([NH:18][C:16]([NH:15][C:13]1[S:14][C:10]2[C:9]([C:22]3[CH:27]=[CH:26][CH:25]=[CH:24][N:23]=3)=[CH:8][C:7]([C:5]3[S:4][N:3]=[C:2]([N:41]4[CH2:42][CH2:43][C:38]([CH3:36])([C:44]([O:46][CH2:47][CH3:48])=[O:45])[CH2:39][CH2:40]4)[N:6]=3)=[CH:21][C:11]=2[N:12]=1)=[O:17])[CH3:20], predict the reactants needed to synthesize it. The reactants are: Cl[C:2]1[N:6]=[C:5]([C:7]2[CH:8]=[C:9]([C:22]3[CH:27]=[CH:26][CH:25]=[CH:24][N:23]=3)[C:10]3[S:14][C:13]([NH:15][C:16]([NH:18][CH2:19][CH3:20])=[O:17])=[N:12][C:11]=3[CH:21]=2)[S:4][N:3]=1.C(N(CC)CC)C.Cl.[CH2:36]([C:38]1([C:44]([O:46][CH2:47][CH3:48])=[O:45])[CH2:43][CH2:42][NH:41][CH2:40][CH2:39]1)C. (4) Given the product [Si:17]([O:1][C@@H:2]1[CH2:6][NH:5][C:4](=[O:7])[CH2:3]1)([C:14]([CH3:16])([CH3:15])[CH3:13])([CH3:19])[CH3:18], predict the reactants needed to synthesize it. The reactants are: [OH:1][C@@H:2]1[CH2:6][NH:5][C:4](=[O:7])[CH2:3]1.N1C=CN=C1.[CH3:13][C:14]([Si:17](Cl)([CH3:19])[CH3:18])([CH3:16])[CH3:15].O. (5) The reactants are: [F:1][C:2]1[CH:3]=[C:4]2[C:9](=[CH:10][CH:11]=1)[N:8]=[C:7]([N:12]1[CH2:18][C@@H:17]3[CH2:19][CH2:20][C@@H:14]([CH2:15][N:16]3C3C=CC(OC)=CC=3)[CH2:13]1)[N:6]=[CH:5]2.C(Cl)CCl.C1C=CC2N(O)N=NC=2C=1.C(N(CC)CC)C.[N:50]1[N:51]([C:55]2[CH:63]=[CH:62][C:61]([CH3:64])=[CH:60][C:56]=2[C:57](O)=[O:58])[N:52]=[CH:53][CH:54]=1.C([O-])(O)=O.[Na+]. Given the product [F:1][C:2]1[CH:3]=[C:4]2[C:9](=[CH:10][CH:11]=1)[N:8]=[C:7]([N:12]1[CH2:18][C@@H:17]3[CH2:19][CH2:20][C@@H:14]([CH2:15][N:16]3[C:57](=[O:58])[C:56]3[CH:60]=[C:61]([CH3:64])[CH:62]=[CH:63][C:55]=3[N:51]3[N:52]=[CH:53][CH:54]=[N:50]3)[CH2:13]1)[N:6]=[CH:5]2, predict the reactants needed to synthesize it.